Dataset: Catalyst prediction with 721,799 reactions and 888 catalyst types from USPTO. Task: Predict which catalyst facilitates the given reaction. (1) Reactant: [CH3:1][CH:2]([O:4][C:5]1[CH:10]=[CH:9][CH:8]=[CH:7][C:6]=1[N:11]1[CH2:16][CH2:15][N:14]([CH2:17][CH2:18][NH:19][C:20](=[O:29])[CH2:21][N:22]2[CH2:27][CH2:26][CH2:25][CH2:24][C:23]2=[O:28])[CH2:13][CH2:12]1)[CH3:3].[S:30](=[O:34])(=[O:33])([OH:32])[OH:31].CO. Product: [S:30]([OH:34])([OH:33])(=[O:32])=[O:31].[CH3:3][CH:2]([O:4][C:5]1[CH:10]=[CH:9][CH:8]=[CH:7][C:6]=1[N:11]1[CH2:12][CH2:13][N:14]([CH2:17][CH2:18][NH:19][C:20](=[O:29])[CH2:21][N:22]2[CH2:27][CH2:26][CH2:25][CH2:24][C:23]2=[O:28])[CH2:15][CH2:16]1)[CH3:1]. The catalyst class is: 13. (2) Reactant: [O:1]=[C:2]1[CH2:7][CH2:6][NH:5][CH2:4][CH:3]1[C:8]([O:10][CH2:11][CH3:12])=[O:9].[Cl:13][C:14]1[CH:19]=[CH:18][CH:17]=[C:16]([N:20]=[C:21]=[O:22])[CH:15]=1.O. Product: [Cl:13][C:14]1[CH:15]=[C:16]([NH:20][C:21]([N:5]2[CH2:6][CH2:7][C:2](=[O:1])[CH:3]([C:8]([O:10][CH2:11][CH3:12])=[O:9])[CH2:4]2)=[O:22])[CH:17]=[CH:18][CH:19]=1. The catalyst class is: 2. (3) Reactant: [Cl:1][C:2]1[CH:7]=[CH:6][C:5]([CH2:8][C@@H:9]([NH:34]C(=O)OC(C)(C)C)[C:10]([N:12]2[CH2:17][CH2:16][N:15]([C:18]3[C:23]([C:24]4[CH:29]=[CH:28][CH:27]=[CH:26][CH:25]=4)=[CH:22][N:21]=[C:20]4[NH:30][CH:31]=[C:32]([CH3:33])[C:19]=34)[CH2:14][CH2:13]2)=[O:11])=[CH:4][CH:3]=1.C(O)(C(F)(F)F)=O.C1(N)C(F)=C(F)C(F)=C(N)C=1F.Cl.Cl. Product: [NH2:34][C@H:9]([CH2:8][C:5]1[CH:4]=[CH:3][C:2]([Cl:1])=[CH:7][CH:6]=1)[C:10]([N:12]1[CH2:17][CH2:16][N:15]([C:18]2[C:23]([C:24]3[CH:25]=[CH:26][CH:27]=[CH:28][CH:29]=3)=[CH:22][N:21]=[C:20]3[NH:30][CH:31]=[C:32]([CH3:33])[C:19]=23)[CH2:14][CH2:13]1)=[O:11]. The catalyst class is: 2.